Predict the reaction yield, written as a fraction of the theoretical maximum amount of product (1.0 means a 100% yield; for example, 0.34 means a 34% yield). From a dataset of Reaction yield outcomes from USPTO patents with 853,638 reactions. The reactants are I[C:2]1[CH:12]=[CH:11][C:5]([C:6]([O:8][CH2:9][CH3:10])=[O:7])=[CH:4][CH:3]=1.C(=O)([O-])[O-].[Cs+].[Cs+].[CH3:19][O:20][CH2:21][C:22]1[CH:27]=[CH:26][C:25](B2OC(C)(C)C(C)(C)O2)=[CH:24][CH:23]=1. The catalyst is C1C=CC([P]([Pd]([P](C2C=CC=CC=2)(C2C=CC=CC=2)C2C=CC=CC=2)([P](C2C=CC=CC=2)(C2C=CC=CC=2)C2C=CC=CC=2)[P](C2C=CC=CC=2)(C2C=CC=CC=2)C2C=CC=CC=2)(C2C=CC=CC=2)C2C=CC=CC=2)=CC=1.C(O)C. The product is [CH3:19][O:20][CH2:21][C:22]1[CH:27]=[CH:26][C:25]([C:2]2[CH:12]=[CH:11][C:5]([C:6]([O:8][CH2:9][CH3:10])=[O:7])=[CH:4][CH:3]=2)=[CH:24][CH:23]=1. The yield is 0.800.